Dataset: Reaction yield outcomes from USPTO patents with 853,638 reactions. Task: Predict the reaction yield, written as a fraction of the theoretical maximum amount of product (1.0 means a 100% yield; for example, 0.34 means a 34% yield). (1) The catalyst is O1CCOCC1.[Cu]I.O. The product is [NH2:29][CH2:30][C:4]1[CH:3]=[C:2]([N:15]2[C:14]([CH3:22])([CH3:21])[C:13]3[C:17](=[CH:18][CH:19]=[C:11]([Cl:10])[CH:12]=3)[C:16]2=[O:20])[CH:7]=[N:6][CH:5]=1. The reactants are Br[C:2]1[CH:3]=[C:4](NC)[CH:5]=[N:6][CH:7]=1.[Cl:10][C:11]1[CH:12]=[C:13]2[C:17](=[CH:18][CH:19]=1)[C:16](=[O:20])[NH:15][C:14]2([CH3:22])[CH3:21].C([O-])([O-])=O.[Cs+].[Cs+].[NH2:29][C@H:30]1CCCC[C@@H]1N. The yield is 1.00. (2) The reactants are [NH:1]1[CH2:6][CH2:5][O:4][CH2:3][CH2:2]1.[CH2:7]([CH:9]1[O:11][CH2:10]1)[Cl:8]. The catalyst is C(O)C. The product is [Cl:8][CH2:7][CH:9]([OH:11])[CH2:10][N:1]1[CH2:6][CH2:5][O:4][CH2:3][CH2:2]1. The yield is 0.370. (3) The reactants are [C:1]([O:5][C:6]([NH:8][C@H:9]([C:14]1[CH:19]=[CH:18][CH:17]=[CH:16][CH:15]=1)[C:10]([O:12]C)=O)=[O:7])([CH3:4])([CH3:3])[CH3:2].[CH2:20]1[CH2:24]OCC1.[CH2:25]([Mg]Br)[CH3:26].CCOC(C)=O. The catalyst is CCCCCC. The product is [CH2:20]([C:10]([OH:12])([CH2:25][CH3:26])[C@H:9]([NH:8][C:6](=[O:7])[O:5][C:1]([CH3:2])([CH3:3])[CH3:4])[C:14]1[CH:19]=[CH:18][CH:17]=[CH:16][CH:15]=1)[CH3:24]. The yield is 0.900.